Dataset: Catalyst prediction with 721,799 reactions and 888 catalyst types from USPTO. Task: Predict which catalyst facilitates the given reaction. (1) Reactant: [NH2:1][C:2]1[N:7]=[CH:6][C:5]([C:8]2[CH:33]=[CH:32][C:11]3[N:12]([C:28]([CH3:31])([CH3:30])[CH3:29])[C:13]([C:15]4[CH:16]=[C:17]([CH:20]=[CH:21][C:22]=4[N:23]4[CH:27]=[N:26][CH:25]=[N:24]4)[C:18]#[N:19])=[N:14][C:10]=3[CH:9]=2)=[CH:4][N:3]=1.[NH4+].[OH-:35].OO. Product: [NH2:1][C:2]1[N:7]=[CH:6][C:5]([C:8]2[CH:33]=[CH:32][C:11]3[N:12]([C:28]([CH3:29])([CH3:30])[CH3:31])[C:13]([C:15]4[CH:16]=[C:17]([CH:20]=[CH:21][C:22]=4[N:23]4[CH:27]=[N:26][CH:25]=[N:24]4)[C:18]([NH2:19])=[O:35])=[N:14][C:10]=3[CH:9]=2)=[CH:4][N:3]=1. The catalyst class is: 191. (2) Reactant: [NH2:1][C:2]1[N:10]=[CH:9][CH:8]=[CH:7][C:3]=1[C:4]([OH:6])=O.ON1C2C=CC=CC=2N=N1.CCN=C=NCCCN(C)C.[CH:32]1[C:41]2[C:36](=[CH:37][CH:38]=[CH:39][CH:40]=2)[CH:35]=[CH:34][C:33]=1[O:42][C:43]1[CH:50]=[CH:49][C:46]([CH2:47][NH2:48])=[CH:45][CH:44]=1.C(=O)(O)[O-].[Na+]. Product: [CH:32]1[C:41]2[C:36](=[CH:37][CH:38]=[CH:39][CH:40]=2)[CH:35]=[CH:34][C:33]=1[O:42][C:43]1[CH:50]=[CH:49][C:46]([CH2:47][NH:48][C:4](=[O:6])[C:3]2[CH:7]=[CH:8][CH:9]=[N:10][C:2]=2[NH2:1])=[CH:45][CH:44]=1. The catalyst class is: 3.